This data is from Full USPTO retrosynthesis dataset with 1.9M reactions from patents (1976-2016). The task is: Predict the reactants needed to synthesize the given product. Given the product [CH3:1][C:2]1[CH:3]=[N:4][N:5]([C:7]2[CH:12]=[CH:11][N:10]=[CH:9][C:8]=2[N:13]2[CH2:14][CH2:15][CH:16]([C:19]([OH:21])=[O:20])[CH2:17][CH2:18]2)[CH:6]=1, predict the reactants needed to synthesize it. The reactants are: [CH3:1][C:2]1[CH:3]=[N:4][N:5]([C:7]2[CH:12]=[CH:11][N:10]=[CH:9][C:8]=2[N:13]2[CH2:18][CH2:17][CH:16]([C:19]([O:21]CC)=[O:20])[CH2:15][CH2:14]2)[CH:6]=1.C1COCC1.[OH-].[Na+].Cl.